The task is: Predict the product of the given reaction.. This data is from Forward reaction prediction with 1.9M reactions from USPTO patents (1976-2016). (1) Given the reactants [CH2:1]([CH:3]([CH2:21][CH3:22])[C:4]([NH:6][C:7]1[S:8][C:9]2[CH2:20][CH2:19][CH2:18][CH2:17][C:10]=2[C:11]=1[C:12]([O:14]CC)=O)=[O:5])[CH3:2].[CH3:23][N:24]([CH3:28])[CH2:25][CH2:26][NH2:27], predict the reaction product. The product is: [CH3:23][N:24]([CH3:28])[CH2:25][CH2:26][NH:27][C:12]([C:11]1[C:10]2[CH2:17][CH2:18][CH2:19][CH2:20][C:9]=2[S:8][C:7]=1[NH:6][C:4](=[O:5])[CH:3]([CH2:1][CH3:2])[CH2:21][CH3:22])=[O:14]. (2) Given the reactants [Br:1]Br.[C:3]([C:7]1[CH:12]=[CH:11][C:10]([OH:13])=[CH:9][CH:8]=1)([CH3:6])([CH3:5])[CH3:4].C(Cl)(Cl)(Cl)Cl, predict the reaction product. The product is: [Br:1][C:11]1[CH:12]=[C:7]([C:3]([CH3:6])([CH3:4])[CH3:5])[CH:8]=[CH:9][C:10]=1[OH:13]. (3) Given the reactants [OH:1][C:2]1[CH:7]=[CH:6][C:5]([C:8]2[CH:13]=[CH:12][C:11]([C:14]([O:16][CH2:17][CH3:18])=[O:15])=[CH:10][CH:9]=2)=[CH:4][C:3]=1[C:19]1[CH:28]=[CH:27][C:26]2[C:25]([CH3:30])([CH3:29])[CH2:24][CH2:23][C:22]([CH3:32])([CH3:31])[C:21]=2[CH:20]=1.[Br:33][CH2:34][CH2:35][CH2:36][CH2:37][CH2:38]Br, predict the reaction product. The product is: [Br:33][CH2:34][CH2:35][CH2:36][CH2:37][CH2:38][O:1][C:2]1[CH:7]=[CH:6][C:5]([C:8]2[CH:9]=[CH:10][C:11]([C:14]([O:16][CH2:17][CH3:18])=[O:15])=[CH:12][CH:13]=2)=[CH:4][C:3]=1[C:19]1[CH:28]=[CH:27][C:26]2[C:25]([CH3:30])([CH3:29])[CH2:24][CH2:23][C:22]([CH3:31])([CH3:32])[C:21]=2[CH:20]=1. (4) Given the reactants Cl[C:2]1[N:7]=[C:6]([C:8]2[N:13]=[C:12]([C:14]([F:17])([F:16])[F:15])[CH:11]=[CH:10][N:9]=2)[N:5]=[C:4]([NH:18][C:19]2[CH:24]=[CH:23][N:22]=[C:21]([C:25]([F:28])([F:27])[F:26])[CH:20]=2)[N:3]=1.[NH2:29][CH2:30][C:31]([CH3:34])([OH:33])[CH3:32], predict the reaction product. The product is: [CH3:32][C:31]([OH:33])([CH3:34])[CH2:30][NH:29][C:2]1[N:3]=[C:4]([NH:18][C:19]2[CH:24]=[CH:23][N:22]=[C:21]([C:25]([F:28])([F:26])[F:27])[CH:20]=2)[N:5]=[C:6]([C:8]2[N:13]=[C:12]([C:14]([F:17])([F:15])[F:16])[CH:11]=[CH:10][N:9]=2)[N:7]=1. (5) Given the reactants Br[C:2]1[N:7]=[C:6]([C:8]2[CH:15]=[CH:14][C:11]([CH:12]=[O:13])=[CH:10][CH:9]=2)[CH:5]=[CH:4][CH:3]=1.[F:16][C:17]([F:29])([F:28])[O:18][C:19]1[CH:24]=[CH:23][C:22](B(O)O)=[CH:21][CH:20]=1.C(=O)([O-])[O-].[K+].[K+].O1CCOCC1, predict the reaction product. The product is: [F:16][C:17]([F:28])([F:29])[O:18][C:19]1[CH:24]=[CH:23][C:22]([C:2]2[N:7]=[C:6]([C:8]3[CH:15]=[CH:14][C:11]([CH:12]=[O:13])=[CH:10][CH:9]=3)[CH:5]=[CH:4][CH:3]=2)=[CH:21][CH:20]=1. (6) Given the reactants [OH-].[Na+].[Cl:3][C:4]1[NH:5][C:6]2[C:11]([C:12]=1[CH:13]=[O:14])=[CH:10][CH:9]=[CH:8][CH:7]=2.[C:15]1([S:21](Cl)(=[O:23])=[O:22])[CH:20]=[CH:19][CH:18]=[CH:17][CH:16]=1, predict the reaction product. The product is: [C:15]1([S:21]([N:5]2[C:6]3[C:11](=[CH:10][CH:9]=[CH:8][CH:7]=3)[C:12]([CH:13]=[O:14])=[C:4]2[Cl:3])(=[O:23])=[O:22])[CH:20]=[CH:19][CH:18]=[CH:17][CH:16]=1. (7) The product is: [Br:8][C:5]1[CH:6]=[CH:7][C:2]([NH:10][CH3:9])=[N:3][CH:4]=1. Given the reactants Br[C:2]1[CH:7]=[CH:6][C:5]([Br:8])=[CH:4][N:3]=1.[CH3:9][NH2:10], predict the reaction product. (8) Given the reactants [C:1]([C:5]1[CH:9]=[C:8]([NH:10][C:11]([NH:13][C@@H:14]2[C:23]3[C:18](=[CH:19][CH:20]=[CH:21][CH:22]=3)[C@H:17]([O:24][C:25]3[CH:26]=[CH:27][C:28]4[N:29]([C:31]([N:34]5[CH2:39][CH2:38][CH2:37][CH2:36][C@@H:35]5[CH3:40])=[N:32][N:33]=4)[CH:30]=3)[CH2:16][CH2:15]2)=[O:12])[N:7]([C:41]2[CH:42]=[C:43]([CH:50]=[CH:51][CH:52]=2)[CH2:44][O:45]S(C)(=O)=O)[N:6]=1)([CH3:4])([CH3:3])[CH3:2].[CH3:53][NH:54][CH3:55].[CH2:56]1C[O:59]CC1, predict the reaction product. The product is: [CH:44]([OH:45])=[O:59].[C:1]([C:5]1[CH:9]=[C:8]([NH:10][C:11]([NH:13][C@@H:14]2[C:23]3[C:18](=[CH:19][CH:20]=[CH:21][CH:22]=3)[C@H:17]([O:24][C:25]3[CH:26]=[CH:27][C:28]4[N:29]([C:31]([N:34]5[CH2:39][CH2:38][CH2:37][CH2:36][C@@H:35]5[CH3:40])=[N:32][N:33]=4)[CH:30]=3)[CH2:16][CH2:15]2)=[O:12])[N:7]([C:41]2[CH:52]=[CH:51][CH:50]=[C:43]([CH2:53][N:54]([CH3:56])[CH3:55])[CH:42]=2)[N:6]=1)([CH3:2])([CH3:3])[CH3:4]. (9) Given the reactants O[CH2:2][C:3]1[N:8]=[C:7]([C:9]([N:11]2[CH2:16][CH2:15][N:14]([C:17]([O:19][C:20]([CH3:23])([CH3:22])[CH3:21])=[O:18])[CH2:13][CH2:12]2)=[O:10])[CH:6]=[CH:5][CH:4]=1.C(N(C(C)C)CC)(C)C.CS([Cl:37])(=O)=O, predict the reaction product. The product is: [Cl:37][CH2:2][C:3]1[N:8]=[C:7]([C:9]([N:11]2[CH2:16][CH2:15][N:14]([C:17]([O:19][C:20]([CH3:23])([CH3:22])[CH3:21])=[O:18])[CH2:13][CH2:12]2)=[O:10])[CH:6]=[CH:5][CH:4]=1.